This data is from Reaction yield outcomes from USPTO patents with 853,638 reactions. The task is: Predict the reaction yield, written as a fraction of the theoretical maximum amount of product (1.0 means a 100% yield; for example, 0.34 means a 34% yield). (1) The reactants are [OH:1][C:2]1[CH:3]=[C:4]2[C:8](=[CH:9][CH:10]=1)[C:7](=[O:11])[N:6]([CH2:12][C:13]([O:15][CH3:16])=[O:14])[C:5]2=[O:17].C([O-])([O-])=O.[K+].[K+].Br.Br[CH2:26][C:27]1[CH:28]=[N:29][CH:30]=[CH:31][CH:32]=1. The catalyst is CC#N. The product is [O:11]=[C:7]1[C:8]2[C:4](=[CH:3][C:2]([O:1][CH2:26][C:27]3[CH:28]=[N:29][CH:30]=[CH:31][CH:32]=3)=[CH:10][CH:9]=2)[C:5](=[O:17])[N:6]1[CH2:12][C:13]([O:15][CH3:16])=[O:14]. The yield is 0.554. (2) The reactants are [F:1][C:2]1[CH:15]=[C:14]([CH2:16][CH2:17][N+:18]([O-:20])=O)[CH:13]=[CH:12][C:3]=1[O:4][CH2:5][C:6]1[CH:11]=[CH:10][CH:9]=[CH:8][N:7]=1.C[O-].[Li+].C(=O)(O)[O-].[Na+].[C:29]([C:31]1[C:32]([NH2:38])=[N:33][C:34]([NH2:37])=[CH:35][CH:36]=1)#[CH:30].C(N(CC)CC)C. The catalyst is [Ti](Cl)(Cl)(Cl)Cl.O.O1CCCC1.C(OCC)(=O)C.CO. The product is [F:1][C:2]1[CH:15]=[C:14]([CH:13]=[CH:12][C:3]=1[O:4][CH2:5][C:6]1[CH:11]=[CH:10][CH:9]=[CH:8][N:7]=1)[CH2:16][C:17]1[CH:30]=[C:29]([C:31]2[C:32]([NH2:38])=[N:33][C:34]([NH2:37])=[CH:35][CH:36]=2)[O:20][N:18]=1. The yield is 0.397. (3) The yield is 0.650. The product is [CH2:1]([N:24]1[CH2:23][CH2:22][CH:21]([N:19]2[CH:20]=[C:16]([Br:15])[CH:17]=[N:18]2)[CH2:26][CH2:25]1)[C:2]1[CH:7]=[CH:6][CH:5]=[CH:4][CH:3]=1. The catalyst is CN(C=O)C. The reactants are [CH2:1](Br)[C:2]1[CH:7]=[CH:6][CH:5]=[CH:4][CH:3]=1.C(=O)([O-])[O-].[K+].[K+].[Br:15][C:16]1[CH:17]=[N:18][N:19]([CH:21]2[CH2:26][CH2:25][NH:24][CH2:23][CH2:22]2)[CH:20]=1. (4) The reactants are Br[C:2]1[CH:7]=[CH:6][C:5]([C:8]2[NH:12][C:11]([C@@H:13]3[CH2:17][CH2:16][CH2:15][N:14]3[C:18](=[O:28])[C@@H:19]([NH:23][C:24](=[O:27])[O:25][CH3:26])[CH:20]([CH3:22])[CH3:21])=[N:10][CH:9]=2)=[CH:4][C:3]=1[F:29].[O:30]=[C:31]1[CH:42]2[C:43]3[N:35]([CH:36]=[CH:37][C:38]=3[CH2:39][CH2:40][C@@H:41]2[NH:44][C:45](=[O:48])[O:46][CH3:47])[CH2:34][C@@H:33]([C:49]2[NH:50][C:51]([C:54]3[CH:59]=[CH:58][C:57](B4OC(C)(C)C(C)(C)O4)=[CH:56][CH:55]=3)=[CH:52][N:53]=2)[CH2:32]1.[O-]P([O-])([O-])=O.[K+].[K+].[K+].CC(OC1C=CC=C(OC(C)C)C=1C1C(P(C2CCCCC2)C2CCCCC2)=CC=CC=1)C. The catalyst is CC([O-])=O.CC([O-])=O.[Pd+2].CCCCO.O. The product is [CH3:47][O:46][C:45](=[O:48])[NH:44][C@@H:41]1[CH:42]2[C:31](=[O:30])[CH2:32][C@H:33]([C:49]3[NH:50][C:51]([C:54]4[CH:55]=[CH:56][C:57]([C:2]5[CH:7]=[CH:6][C:5]([C:8]6[N:12]=[C:11]([C@@H:13]7[CH2:17][CH2:16][CH2:15][N:14]7[C:18](=[O:28])[C@@H:19]([NH:23][C:24]([O:25][CH3:26])=[O:27])[CH:20]([CH3:22])[CH3:21])[NH:10][CH:9]=6)=[CH:4][C:3]=5[F:29])=[CH:58][CH:59]=4)=[CH:52][N:53]=3)[CH2:34][N:35]3[C:43]2=[C:38]([CH:37]=[CH:36]3)[CH2:39][CH2:40]1. The yield is 0.310. (5) No catalyst specified. The yield is 0.920. The product is [CH3:1][O:2][C:3]1[CH:4]=[C:5]2[C:10](=[CH:11][CH:12]=1)[CH:9]=[C:8]([C@H:13]([CH3:17])[C:14]([O:16][CH2:28][C@@:22]1([CH3:24])[CH2:21][O:20][C:19]([CH3:18])([CH3:26])[O:23]1)=[O:15])[CH:7]=[CH:6]2. The reactants are [CH3:1][O:2][C:3]1[CH:4]=[C:5]2[C:10](=[CH:11][CH:12]=1)[CH:9]=[C:8]([C@H:13]([CH3:17])[C:14]([OH:16])=[O:15])[CH:7]=[CH:6]2.[CH3:18][C:19]1([CH3:26])[O:23][C@H:22]([CH2:24]O)[CH2:21][O:20]1.Cl[CH2:28]Cl. (6) The reactants are [OH:1][C@H:2]1[CH2:7][CH2:6][C@H:5]([N:8]2[C:13](=[O:14])[C:12]([CH2:15][C:16]3[CH:21]=[CH:20][C:19]([C:22]4[C:23]([C:28]#[N:29])=[CH:24][CH:25]=[CH:26][CH:27]=4)=[CH:18][CH:17]=3)=[C:11]([CH2:30][CH2:31][CH3:32])[N:10]3[N:33]=[C:34]([CH3:36])[N:35]=[C:9]23)[CH2:4][CH2:3]1.[N+](=[CH:39][C:40]([O:42][CH2:43][CH3:44])=[O:41])=[N-].O. The catalyst is C1(C)C=CC=CC=1.C([O-])(=O)C.[Rh+2].C([O-])(=O)C. The product is [C:28]([C:23]1[CH:24]=[CH:25][CH:26]=[CH:27][C:22]=1[C:19]1[CH:20]=[CH:21][C:16]([CH2:15][C:12]2[C:13](=[O:14])[N:8]([C@H:5]3[CH2:6][CH2:7][C@H:2]([O:1][CH2:39][C:40]([O:42][CH2:43][CH3:44])=[O:41])[CH2:3][CH2:4]3)[C:9]3[N:10]([N:33]=[C:34]([CH3:36])[N:35]=3)[C:11]=2[CH2:30][CH2:31][CH3:32])=[CH:17][CH:18]=1)#[N:29]. The yield is 0.560. (7) The reactants are [CH:1]1([N:7]2[C:12]3[N:13]=[C:14]([NH:18][CH2:19][CH3:20])[N:15]=[C:16]([CH3:17])[C:11]=3[CH:10]=[CH:9][C:8]2=[O:21])[CH2:6][CH2:5][CH2:4][CH2:3][CH2:2]1.[Br:22]Br. The catalyst is CC(O)=O.C(Cl)Cl. The product is [Br:22][C:9]1[C:8](=[O:21])[N:7]([CH:1]2[CH2:2][CH2:3][CH2:4][CH2:5][CH2:6]2)[C:12]2[N:13]=[C:14]([NH:18][CH2:19][CH3:20])[N:15]=[C:16]([CH3:17])[C:11]=2[CH:10]=1. The yield is 0.800.